From a dataset of Reaction yield outcomes from USPTO patents with 853,638 reactions. Predict the reaction yield, written as a fraction of the theoretical maximum amount of product (1.0 means a 100% yield; for example, 0.34 means a 34% yield). (1) The reactants are [F:1][C:2]([F:14])([F:13])[C:3]1[NH:12][C:6]2=[N+:7]([O-])[CH:8]=[CH:9][CH:10]=[C:5]2[CH:4]=1.CS([Cl:19])(=O)=O.S(Cl)(Cl)(=O)=O.[OH-].[Na+]. The catalyst is CN(C)C=O.O. The product is [Cl:19][C:10]1[CH:9]=[CH:8][N:7]=[C:6]2[NH:12][C:3]([C:2]([F:14])([F:13])[F:1])=[CH:4][C:5]=12. The yield is 0.800. (2) The reactants are [Br:1][C:2]1[CH:10]=[CH:9][C:5]([C:6]([NH2:8])=[O:7])=[C:4]([CH2:11]O)[CH:3]=1.C1C=CC(P(C2C=CC=CC=2)C2C=CC=CC=2)=CC=1.CC(OC(/N=N/C(OC(C)C)=O)=O)C. The catalyst is C1COCC1. The product is [Br:1][C:2]1[CH:3]=[C:4]2[C:5](=[CH:9][CH:10]=1)[C:6](=[O:7])[NH:8][CH2:11]2. The yield is 0.240. (3) The reactants are [CH3:1][O:2][C:3]1[CH:4]=[C:5]2[C:10](=[CH:11][C:12]=1[O:13][CH3:14])[N:9]=[CH:8][CH:7]=[C:6]2[O:15][C:16]1[C:22]([CH3:23])=[CH:21][C:19]([NH2:20])=[C:18]([CH3:24])[CH:17]=1.ClC(Cl)(O[C:29](=[O:35])[O:30][C:31](Cl)(Cl)Cl)Cl.[Cl:37][C:38]1[CH:43]=[CH:42][C:41](CO)=[CH:40][CH:39]=1.C(=O)(O)[O-].[Na+]. The catalyst is C(Cl)Cl.C(N(CC)CC)C.C1(C)C=CC=CC=1. The product is [CH3:1][O:2][C:3]1[CH:4]=[C:5]2[C:10](=[CH:11][C:12]=1[O:13][CH3:14])[N:9]=[CH:8][CH:7]=[C:6]2[O:15][C:16]1[C:22]([CH3:23])=[CH:21][C:19]([NH:20][C:29](=[O:35])[O:30][CH2:31][C:41]2[CH:42]=[CH:43][C:38]([Cl:37])=[CH:39][CH:40]=2)=[C:18]([CH3:24])[CH:17]=1. The yield is 0.940. (4) The reactants are C(OC(=O)[NH:10][C:11]1[CH:16]=[CH:15][C:14]([NH:17][C:18](=[O:26])[CH2:19][CH2:20][CH2:21][CH2:22][N:23]([CH3:25])[CH3:24])=[CH:13][CH:12]=1)C1C=CC=CC=1.Br.C(OCC)C. The catalyst is C(O)(=O)C. The product is [NH2:10][C:11]1[CH:16]=[CH:15][C:14]([NH:17][C:18](=[O:26])[CH2:19][CH2:20][CH2:21][CH2:22][N:23]([CH3:24])[CH3:25])=[CH:13][CH:12]=1. The yield is 0.820. (5) The reactants are [CH3:1][O:2][C:3]1[CH:8]=[C:7]([N:9]2[CH2:14][CH2:13][N:12]([CH3:15])[CH2:11][CH2:10]2)[CH:6]=[CH:5][C:4]=1[NH:16][C:17](=[O:23])[O:18][C:19]([CH3:22])([CH3:21])[CH3:20].[H-].[Na+].[Cl:26][C:27]1[CH:32]=[C:31](Cl)[N:30]=[CH:29][N:28]=1. The catalyst is C1COCC1. The product is [Cl:26][C:27]1[N:28]=[CH:29][N:30]=[C:31]([N:16]([C:4]2[CH:5]=[CH:6][C:7]([N:9]3[CH2:14][CH2:13][N:12]([CH3:15])[CH2:11][CH2:10]3)=[CH:8][C:3]=2[O:2][CH3:1])[C:17](=[O:23])[O:18][C:19]([CH3:20])([CH3:22])[CH3:21])[CH:32]=1. The yield is 0.760.